From a dataset of Merck oncology drug combination screen with 23,052 pairs across 39 cell lines. Regression. Given two drug SMILES strings and cell line genomic features, predict the synergy score measuring deviation from expected non-interaction effect. (1) Drug 1: CN(Cc1cnc2nc(N)nc(N)c2n1)c1ccc(C(=O)NC(CCC(=O)O)C(=O)O)cc1. Drug 2: CCc1cnn2c(NCc3ccc[n+]([O-])c3)cc(N3CCCCC3CCO)nc12. Cell line: OVCAR3. Synergy scores: synergy=-17.7. (2) Drug 1: NC(=O)c1cccc2cn(-c3ccc(C4CCCNC4)cc3)nc12. Drug 2: COC1=C2CC(C)CC(OC)C(O)C(C)C=C(C)C(OC(N)=O)C(OC)C=CC=C(C)C(=O)NC(=CC1=O)C2=O. Cell line: ES2. Synergy scores: synergy=-1.21.